This data is from Forward reaction prediction with 1.9M reactions from USPTO patents (1976-2016). The task is: Predict the product of the given reaction. (1) Given the reactants [OH:1][C@@H:2]1[C@H:6]([OH:7])[C@@H:5]([CH2:8][OH:9])[O:4][C@H:3]1[N:10]1[CH:18]=[N:17][C:16]2[C:11]1=[N:12][C:13]([N:20]1[CH:24]=[C:23]([C:25]([NH:27]C)=[O:26])[CH:22]=[N:21]1)=[N:14][C:15]=2[NH2:19].N, predict the reaction product. The product is: [OH:1][C@@H:2]1[C@H:6]([OH:7])[C@@H:5]([CH2:8][OH:9])[O:4][C@H:3]1[N:10]1[CH:18]=[N:17][C:16]2[C:11]1=[N:12][C:13]([N:20]1[CH:24]=[C:23]([C:25]([NH2:27])=[O:26])[CH:22]=[N:21]1)=[N:14][C:15]=2[NH2:19]. (2) Given the reactants [C:1]([O:5][C:6]([NH:8][CH2:9][C:10]1[NH:22][C:13]2=[N:14][CH:15]=[C:16]([C:18]([O:20]C)=[O:19])[CH:17]=[C:12]2[N:11]=1)=[O:7])([CH3:4])([CH3:3])[CH3:2].O.[OH-].[Li+].Cl, predict the reaction product. The product is: [C:1]([O:5][C:6]([NH:8][CH2:9][C:10]1[NH:22][C:13]2=[N:14][CH:15]=[C:16]([C:18]([OH:20])=[O:19])[CH:17]=[C:12]2[N:11]=1)=[O:7])([CH3:4])([CH3:2])[CH3:3]. (3) Given the reactants Cl[C:2]1C=CC=CC=1C=O.FC1C=C(C=CC=1)N.[CH3:18][N:19]1[C:23](=[O:24])[CH2:22][CH2:21][C@H:20]1[C:25]([OH:27])=[O:26].FC1(F)CC([N+]#[C-])C1, predict the reaction product. The product is: [CH3:18][N:19]1[C:23](=[O:24])[CH2:22][CH2:21][C@H:20]1[C:25]([O:27][CH3:2])=[O:26]. (4) Given the reactants C([O-])([O-])=O.[K+].[K+].[C:7]1(=[O:17])[NH:11][C:10](=[O:12])[C:9]2=[CH:13][CH:14]=[CH:15][CH:16]=[C:8]12.CN(C=O)C.Br[CH2:24][C:25]1[CH2:30][CH2:29][C@H:28]([C:31]([OH:34])([CH3:33])[CH3:32])[CH2:27][CH:26]=1, predict the reaction product. The product is: [OH:34][C:31]([C@H:28]1[CH2:29][CH2:30][C:25]([CH2:24][N:11]2[C:7](=[O:17])[C:8]3[C:9](=[CH:13][CH:14]=[CH:15][CH:16]=3)[C:10]2=[O:12])=[CH:26][CH2:27]1)([CH3:33])[CH3:32]. (5) Given the reactants [CH3:1][S:2][C:3]1[CH:8]=[CH:7][C:6]([C:9](=O)[CH2:10][CH2:11][C:12]([OH:14])=[O:13])=[CH:5][CH:4]=1.[H-].C([SiH](CC)CC)C, predict the reaction product. The product is: [CH3:1][S:2][C:3]1[CH:4]=[CH:5][C:6]([CH2:9][CH2:10][CH2:11][C:12]([OH:14])=[O:13])=[CH:7][CH:8]=1. (6) Given the reactants C1N=CN([C:6](N2C=NC=C2)=[O:7])C=1.[F:13][C:14]1[C:28]2[CH2:27][CH2:26][C:21]3=[N:22][CH:23]=[CH:24][CH:25]=[C:20]3[CH:19]([NH2:29])[C:18]=2[CH:17]=[CH:16][CH:15]=1.[Cl:30][C:31]1[CH:32]=[C:33]([C:39]([NH:41][C@@H:42]2[CH2:46][CH2:45][N:44]([CH3:47])[C:43]2=[O:48])=[O:40])[CH:34]=[N:35][C:36]=1[NH:37][NH2:38], predict the reaction product. The product is: [Cl:30][C:31]1[CH:32]=[C:33]([C:39]([NH:41][C@@H:42]2[CH2:46][CH2:45][N:44]([CH3:47])[C:43]2=[O:48])=[O:40])[CH:34]=[N:35][C:36]=1[NH:37][NH:38][C:6]([NH:29][CH:19]1[C:20]2[C:21](=[N:22][CH:23]=[CH:24][CH:25]=2)[CH2:26][CH2:27][C:28]2[C:14]([F:13])=[CH:15][CH:16]=[CH:17][C:18]1=2)=[O:7]. (7) Given the reactants [F:1][C:2]([F:34])([F:33])[C:3]1[CH:4]=[C:5]([CH:26]=[C:27]([C:29]([F:32])([F:31])[F:30])[CH:28]=1)[CH2:6][N:7]1[CH2:14][CH2:13][CH2:12][O:11][C:10]2[N:15]=[CH:16][CH:17]=[C:18]([C:19]3[CH:24]=[CH:23][CH:22]=[CH:21][CH:20]=3)[C:9]=2[C:8]1=[O:25].ClC1C=CC=C(C(OO)=[O:43])C=1, predict the reaction product. The product is: [F:34][C:2]([F:1])([F:33])[C:3]1[CH:4]=[C:5]([CH:26]=[C:27]([C:29]([F:32])([F:31])[F:30])[CH:28]=1)[CH2:6][N:7]1[CH2:14][CH2:13][CH2:12][O:11][C:10]2[N+:15]([O-:43])=[CH:16][CH:17]=[C:18]([C:19]3[CH:20]=[CH:21][CH:22]=[CH:23][CH:24]=3)[C:9]=2[C:8]1=[O:25]. (8) Given the reactants [OH:1][C:2]1[CH:15]=[CH:14][C:5]([CH2:6][N:7]2[CH2:11][C@@H:10]([CH3:12])[O:9][C:8]2=[O:13])=[CH:4][CH:3]=1.[O:16]1[C:20]2([CH2:25][CH2:24][CH:23]([CH2:26]O)[CH2:22][CH2:21]2)[O:19][CH2:18][CH2:17]1.C1(P(C2C=CC=CC=2)C2C=CC=CC=2)C=CC=CC=1.N(C(OC(C)(C)C)=O)=NC(OC(C)(C)C)=O, predict the reaction product. The product is: [O:16]1[C:20]2([CH2:25][CH2:24][CH:23]([CH2:26][O:1][C:2]3[CH:15]=[CH:14][C:5]([CH2:6][N:7]4[CH2:11][C@@H:10]([CH3:12])[O:9][C:8]4=[O:13])=[CH:4][CH:3]=3)[CH2:22][CH2:21]2)[O:19][CH2:18][CH2:17]1. (9) Given the reactants Br.[Cl:2][C:3]1[CH:4]=[C:5]([C:11]([C:13]2[CH:18]=[CH:17][C:16]([CH3:19])=[C:15]([O:20]C)[N:14]=2)=[O:12])[CH:6]=[CH:7][C:8]=1[S:9][CH3:10].C(=O)(O)[O-].[Na+], predict the reaction product. The product is: [Cl:2][C:3]1[CH:4]=[C:5]([CH:6]=[CH:7][C:8]=1[S:9][CH3:10])[C:11]([C:13]1[NH:14][C:15](=[O:20])[C:16]([CH3:19])=[CH:17][CH:18]=1)=[O:12].